This data is from Reaction yield outcomes from USPTO patents with 853,638 reactions. The task is: Predict the reaction yield, written as a fraction of the theoretical maximum amount of product (1.0 means a 100% yield; for example, 0.34 means a 34% yield). (1) The reactants are [F:1][C:2]1[CH:3]=[CH:4][C:5]2[N:9]=[C:8]([C@@H:10]([NH2:14])[CH2:11][O:12][CH3:13])[N:7]([C:15]3[CH:20]=[CH:19][CH:18]=[CH:17][N:16]=3)[C:6]=2[CH:21]=1.[NH2:22][C:23]1[C:28]([C:29]#[N:30])=[C:27](Cl)[N:26]=[CH:25][N:24]=1.CCN(C(C)C)C(C)C. The catalyst is CC(O)C. The product is [NH2:22][C:23]1[C:28]([C:29]#[N:30])=[C:27]([NH:14][C@H:10]([C:8]2[N:7]([C:15]3[CH:20]=[CH:19][CH:18]=[CH:17][N:16]=3)[C:6]3[CH:21]=[C:2]([F:1])[CH:3]=[CH:4][C:5]=3[N:9]=2)[CH2:11][O:12][CH3:13])[N:26]=[CH:25][N:24]=1. The yield is 0.800. (2) The reactants are [CH3:1][C:2]1[O:6][C:5]([C:7]([OH:9])=O)=[CH:4][C:3]=1[C:10]1[N:14]([CH3:15])[N:13]=[CH:12][CH:11]=1.[NH2:16][C@@H:17]([CH2:30][C:31]1[CH:36]=[CH:35][C:34]([F:37])=[CH:33][C:32]=1F)[CH2:18][N:19]1[C:27](=[O:28])[C:26]2[C:21](=[CH:22][CH:23]=[CH:24][CH:25]=2)[C:20]1=[O:29].C(N(CC)C(C)C)(C)C.[F:48][P-](F)(F)(F)(F)F.Br[P+](N1CCCC1)(N1CCCC1)N1CCCC1. The catalyst is C(Cl)Cl. The product is [F:48][C:33]1[CH:32]=[C:31]([CH2:30][C@H:17]([NH:16][C:7]([C:5]2[O:6][C:2]([CH3:1])=[C:3]([C:10]3[N:14]([CH3:15])[N:13]=[CH:12][CH:11]=3)[CH:4]=2)=[O:9])[CH2:18][N:19]2[C:27](=[O:28])[C:26]3[C:21](=[CH:22][CH:23]=[CH:24][CH:25]=3)[C:20]2=[O:29])[CH:36]=[CH:35][C:34]=1[F:37]. The yield is 0.370. (3) The product is [CH3:26][C:24]1[CH:23]=[C:22]([C:27]2[CH:32]=[CH:31][C:30]([C:33]([F:36])([F:34])[F:35])=[CH:29][CH:28]=2)[N:21]=[C:20]([N:18]2[CH:19]=[C:15]([C:11]3[CH:10]=[C:9]([S:6]([NH2:5])(=[O:8])=[O:7])[CH:14]=[CH:13][CH:12]=3)[N:16]=[CH:17]2)[N:25]=1. The yield is 0.280. The catalyst is ClCCl. The reactants are C([NH:5][S:6]([C:9]1[CH:14]=[CH:13][CH:12]=[C:11]([C:15]2[N:16]=[CH:17][N:18]([C:20]3[N:25]=[C:24]([CH3:26])[CH:23]=[C:22]([C:27]4[CH:32]=[CH:31][C:30]([C:33]([F:36])([F:35])[F:34])=[CH:29][CH:28]=4)[N:21]=3)[CH:19]=2)[CH:10]=1)(=[O:8])=[O:7])(C)(C)C.C(O)(C(F)(F)F)=O. (4) The reactants are C([O:8][C:9]1[C:10]2[N:11]([CH:40]=[CH:41][N:42]=2)[C:12]([C:15]2[N:16]=[C:17]([N:34]3[CH2:39][CH2:38][O:37][CH2:36][CH2:35]3)[C:18]3[S:23][C:22]([CH2:24][N:25]4[CH2:30][CH2:29][CH:28]([N:31]([CH3:33])[CH3:32])[CH2:27][CH2:26]4)=[CH:21][C:19]=3[N:20]=2)=[CH:13][CH:14]=1)C1C=CC=CC=1. The catalyst is C(O)(C(F)(F)F)=O. The product is [CH3:32][N:31]([CH3:33])[CH:28]1[CH2:29][CH2:30][N:25]([CH2:24][C:22]2[S:23][C:18]3[C:17]([N:34]4[CH2:39][CH2:38][O:37][CH2:36][CH2:35]4)=[N:16][C:15]([C:12]4[N:11]5[CH:40]=[CH:41][N:42]=[C:10]5[C:9]([OH:8])=[CH:14][CH:13]=4)=[N:20][C:19]=3[CH:21]=2)[CH2:26][CH2:27]1. The yield is 0.100. (5) The reactants are [CH2:1]([C:3]1[C:8](=[O:9])[NH:7][C:6]([CH3:10])=[C:5]([C:11]2[O:15][C:14]([S:16](Cl)(=[O:18])=[O:17])=[CH:13][CH:12]=2)[CH:4]=1)[CH3:2].[F:20][C:21]1[CH:22]=[C:23]([CH:26]=[C:27]([F:29])[CH:28]=1)[CH2:24][NH2:25]. No catalyst specified. The product is [F:20][C:21]1[CH:22]=[C:23]([CH:26]=[C:27]([F:29])[CH:28]=1)[CH2:24][NH:25][S:16]([C:14]1[O:15][C:11]([C:5]2[CH:4]=[C:3]([CH2:1][CH3:2])[C:8](=[O:9])[NH:7][C:6]=2[CH3:10])=[CH:12][CH:13]=1)(=[O:18])=[O:17]. The yield is 0.100. (6) The reactants are [CH3:1][O:2][C:3]1[CH:8]=[C:7]([N+:9]([O-])=O)[CH:6]=[CH:5][C:4]=1[NH:12][C:13]([NH:15][C:16]1[S:17][C:18]([C:21]([F:24])([F:23])[F:22])=[N:19][N:20]=1)=[O:14]. The catalyst is CCOC(C)=O.CCO.CCO.[Pd].CCOC(C)=O. The product is [NH2:9][C:7]1[CH:6]=[CH:5][C:4]([NH:12][C:13]([NH:15][C:16]2[S:17][C:18]([C:21]([F:24])([F:23])[F:22])=[N:19][N:20]=2)=[O:14])=[C:3]([O:2][CH3:1])[CH:8]=1. The yield is 0.260. (7) The catalyst is C(OCC)(=O)C.O.C(O)(=O)C. The yield is 0.800. The reactants are Cl[C:2]1[CH:10]=[CH:9][C:5]([C:6]([OH:8])=[O:7])=[CH:4][C:3]=1[N+:11]([O-])=O.O.O.O.O.O.O.O.O.O.[S-2:23].[Na+].[Na+].C(O[C:30](=O)[CH3:31])(=O)C. The product is [CH3:31][C:30]1[S:23][C:2]2[CH:10]=[CH:9][C:5]([C:6]([OH:8])=[O:7])=[CH:4][C:3]=2[N:11]=1. (8) The reactants are [F:1][C:2]1[CH:7]=[CH:6][C:5]([C:8]([C:10]2[N:11]=[C:12]([C:24]3[CH:29]=[CH:28][C:27]([O:30][CH3:31])=[CH:26][CH:25]=3)[N:13](S(C3C=CC=CC=3)(=O)=O)[CH:14]=2)=[O:9])=[CH:4][CH:3]=1.[F-].C([N+](CCCC)(CCCC)CCCC)CCC.C([O-])(O)=O.[Na+]. The catalyst is C1COCC1. The product is [F:1][C:2]1[CH:3]=[CH:4][C:5]([C:8]([C:10]2[N:11]=[C:12]([C:24]3[CH:29]=[CH:28][C:27]([O:30][CH3:31])=[CH:26][CH:25]=3)[NH:13][CH:14]=2)=[O:9])=[CH:6][CH:7]=1. The yield is 0.900. (9) The reactants are [Cl:1][C:2]1[CH:3]=[C:4]([CH:7]=[C:8]([N+:11]([O-:13])=[O:12])[C:9]=1[OH:10])[CH:5]=O.[C:14]1([C:20](=O)[CH2:21][C:22]2[CH:27]=[CH:26][CH:25]=[CH:24][CH:23]=2)[CH:19]=[CH:18][CH:17]=[CH:16][CH:15]=1.[NH2:29][C:30]([NH2:32])=[O:31].Cl. The catalyst is C(O)C. The product is [Cl:1][C:2]1[CH:3]=[C:4]([CH:5]2[C:21]([C:22]3[CH:27]=[CH:26][CH:25]=[CH:24][CH:23]=3)=[C:20]([C:14]3[CH:19]=[CH:18][CH:17]=[CH:16][CH:15]=3)[NH:32][C:30](=[O:31])[NH:29]2)[CH:7]=[C:8]([N+:11]([O-:13])=[O:12])[C:9]=1[OH:10]. The yield is 0.414.